Dataset: Forward reaction prediction with 1.9M reactions from USPTO patents (1976-2016). Task: Predict the product of the given reaction. Given the reactants [Cl:1][C:2]1[CH:3]=[C:4]([CH:7]=[C:8]([O:10][C:11]2[C:19]([Cl:20])=[CH:18][CH:17]=[C:16]3[C:12]=2[CH:13]=[N:14][NH:15]3)[CH:9]=1)[C:5]#[N:6].CC(C)([O-])C.[Li+].Cl[CH2:28][C:29]1[C:37]2[C:32](=[N:33][C:34]([NH:38][CH2:39][C:40]3[CH:45]=[CH:44][C:43]([O:46][CH3:47])=[CH:42][CH:41]=3)=[CH:35][CH:36]=2)[N:31]([CH2:48][C:49]2[CH:54]=[CH:53][C:52]([O:55][CH3:56])=[CH:51][CH:50]=2)[N:30]=1.[Cl-].[NH4+], predict the reaction product. The product is: [Cl:1][C:2]1[CH:3]=[C:4]([CH:7]=[C:8]([O:10][C:11]2[C:19]([Cl:20])=[CH:18][CH:17]=[C:16]3[C:12]=2[CH:13]=[N:14][N:15]3[CH2:28][C:29]2[C:37]3[C:32](=[N:33][C:34]([NH:38][CH2:39][C:40]4[CH:41]=[CH:42][C:43]([O:46][CH3:47])=[CH:44][CH:45]=4)=[CH:35][CH:36]=3)[N:31]([CH2:48][C:49]3[CH:50]=[CH:51][C:52]([O:55][CH3:56])=[CH:53][CH:54]=3)[N:30]=2)[CH:9]=1)[C:5]#[N:6].